This data is from Forward reaction prediction with 1.9M reactions from USPTO patents (1976-2016). The task is: Predict the product of the given reaction. (1) Given the reactants [O:1]1[CH2:6][CH2:5][CH2:4][CH2:3][CH:2]1[N:7]1[C:19]2[C:18](=[O:20])[CH2:17][CH2:16][CH2:15][C:14]=2[C:13]2[C:8]1=[CH:9][CH:10]=[CH:11][CH:12]=2.CC(C)([O-])C.[K+].[CH3:27][S:28][C:29](=S)[S:30][CH3:31].CI, predict the reaction product. The product is: [CH3:27][S:28][C:29]([S:30][CH3:31])=[C:17]1[CH2:16][CH2:15][C:14]2[C:13]3[C:8](=[CH:9][CH:10]=[CH:11][CH:12]=3)[N:7]([CH:2]3[CH2:3][CH2:4][CH2:5][CH2:6][O:1]3)[C:19]=2[C:18]1=[O:20]. (2) Given the reactants [F:1][C:2]1([F:39])[O:6][C:5]2[CH:7]=[CH:8][C:9]([C:11]3([C:14]([NH:16][C@H:17]4[C:26]5[C:21](=[CH:22][C:23]([O:27][CH3:28])=[CH:24][CH:25]=5)[O:20][C@@H:19]([C:29]5[CH:38]=[CH:37][C:32]([C:33]([O:35]C)=[O:34])=[CH:31][CH:30]=5)[CH2:18]4)=[O:15])[CH2:13][CH2:12]3)=[CH:10][C:4]=2[O:3]1.[OH-].[Na+], predict the reaction product. The product is: [F:39][C:2]1([F:1])[O:6][C:5]2[CH:7]=[CH:8][C:9]([C:11]3([C:14]([NH:16][C@H:17]4[C:26]5[C:21](=[CH:22][C:23]([O:27][CH3:28])=[CH:24][CH:25]=5)[O:20][C@@H:19]([C:29]5[CH:30]=[CH:31][C:32]([C:33]([OH:35])=[O:34])=[CH:37][CH:38]=5)[CH2:18]4)=[O:15])[CH2:12][CH2:13]3)=[CH:10][C:4]=2[O:3]1. (3) Given the reactants C(N([C:12]1[S:13][C:14](B2OC(C)(C)C(C)(C)O2)=[CH:15][N:16]=1)C(=O)OC(C)(C)C)(C)C.Br[C:27]1[CH:28]=[C:29]([C:41]2[CH:46]=[CH:45][CH:44]=[CH:43][CH:42]=2)[C:30]2[N:31]([CH:33]=[C:34]([CH2:36][C:37]([O:39][CH3:40])=[O:38])[N:35]=2)[CH:32]=1, predict the reaction product. The product is: [CH:34]([NH:35][C:14]1[S:13][C:12]([C:27]2[CH:28]=[C:29]([C:41]3[CH:46]=[CH:45][CH:44]=[CH:43][CH:42]=3)[C:30]3[N:31]([CH:33]=[C:34]([CH2:36][C:37]([O:39][CH3:40])=[O:38])[N:35]=3)[CH:32]=2)=[N:16][CH:15]=1)([CH3:36])[CH3:33]. (4) Given the reactants [Br:1][C:2]1[C:11]2[C:10]([CH3:13])([CH3:12])[CH2:9][CH:8]=[C:7]([CH:14]([CH3:16])[CH3:15])[C:6]=2[CH:5]=[C:4](/[C:17](/[CH2:22][CH3:23])=[C:18](/[F:21])\[CH2:19][OH:20])[C:3]=1[O:24][CH2:25][CH3:26].C[N+]1([O-])CCOCC1.ClCCl, predict the reaction product. The product is: [Br:1][C:2]1[C:11]2[C:10]([CH3:13])([CH3:12])[CH2:9][CH:8]=[C:7]([CH:14]([CH3:15])[CH3:16])[C:6]=2[CH:5]=[C:4](/[C:17](/[CH2:22][CH3:23])=[C:18](/[F:21])\[CH:19]=[O:20])[C:3]=1[O:24][CH2:25][CH3:26]. (5) Given the reactants I[C:2]1[C:10]2[C:9]([NH2:11])=[N:8][CH:7]=[N:6][C:5]=2[N:4]([C@H:12]2[CH2:15][C@@H:14]([CH2:16][N:17]3[CH2:22][CH2:21][S:20](=[O:23])[CH2:19][CH2:18]3)[CH2:13]2)[CH:3]=1.[F:24][C:25]1[CH:30]=[CH:29][C:28]([O:31][CH2:32][CH:33]2[CH2:37][CH2:36][CH2:35][O:34]2)=[CH:27][C:26]=1B1OC(C)(C)C(C)(C)O1, predict the reaction product. The product is: [F:24][C:25]1[CH:30]=[CH:29][C:28]([O:31][CH2:32][CH:33]2[CH2:37][CH2:36][CH2:35][O:34]2)=[CH:27][C:26]=1[C:2]1[C:10]2[C:9]([NH2:11])=[N:8][CH:7]=[N:6][C:5]=2[N:4]([C@H:12]2[CH2:15][C@@H:14]([CH2:16][N:17]3[CH2:22][CH2:21][S:20](=[O:23])[CH2:19][CH2:18]3)[CH2:13]2)[CH:3]=1. (6) Given the reactants [I:1][CH2:2][CH:3]1[CH2:12][CH2:11][C:6]2([O:10][CH2:9][CH2:8][O:7]2)[CH2:5][CH2:4]1.[C:13]1([P:19]([C:26]2[CH:31]=[CH:30][CH:29]=[CH:28][CH:27]=2)[C:20]2[CH:25]=[CH:24][CH:23]=[CH:22][CH:21]=2)[CH:18]=[CH:17][CH:16]=[CH:15][CH:14]=1, predict the reaction product. The product is: [I-:1].[O:10]1[C:6]2([CH2:11][CH2:12][CH:3]([CH2:2][P+:19]([C:20]3[CH:21]=[CH:22][CH:23]=[CH:24][CH:25]=3)([C:26]3[CH:31]=[CH:30][CH:29]=[CH:28][CH:27]=3)[C:13]3[CH:14]=[CH:15][CH:16]=[CH:17][CH:18]=3)[CH2:4][CH2:5]2)[O:7][CH2:8][CH2:9]1.